Dataset: Catalyst prediction with 721,799 reactions and 888 catalyst types from USPTO. Task: Predict which catalyst facilitates the given reaction. (1) Reactant: [CH3:1][O:2][C:3]1[CH:12]=[C:11]2[C:6]([C:7](=O)[CH2:8][CH:9]([CH:13]3[CH2:16][N:15]([C:17]([O:19][C:20]([CH3:23])([CH3:22])[CH3:21])=[O:18])[CH2:14]3)[O:10]2)=[CH:5][CH:4]=1.Cl.[CH3:26][O:27][NH2:28]. Product: [CH3:1][O:2][C:3]1[CH:12]=[C:11]2[C:6]([C:7](=[N:28][O:27][CH3:26])[CH2:8][CH:9]([CH:13]3[CH2:14][N:15]([C:17]([O:19][C:20]([CH3:23])([CH3:22])[CH3:21])=[O:18])[CH2:16]3)[O:10]2)=[CH:5][CH:4]=1. The catalyst class is: 17. (2) Reactant: FC(F)(F)C(O)=O.[Cl:8][C:9]1[C:10]([F:39])=[C:11]([CH:15]2[C:19]([C:22]3[CH:27]=[CH:26][C:25]([Cl:28])=[CH:24][C:23]=3[F:29])([C:20]#[N:21])[CH:18]([CH2:30][C:31]([CH3:35])([CH3:34])[CH2:32][OH:33])[NH:17][CH:16]2[C:36]([OH:38])=O)[CH:12]=[CH:13][CH:14]=1.CC1(C)[O:45][C@@H:44]([CH2:46][CH2:47][NH2:48])[CH2:43][O:42]1.CN(C(ON1N=NC2C=CC=NC1=2)=[N+](C)C)C.F[P-](F)(F)(F)(F)F.CCN(C(C)C)C(C)C.Cl. Product: [OH:45][C@H:44]([CH2:43][OH:42])[CH2:46][CH2:47][NH:48][C:36]([CH:16]1[CH:15]([C:11]2[CH:12]=[CH:13][CH:14]=[C:9]([Cl:8])[C:10]=2[F:39])[C:19]([C:22]2[CH:27]=[CH:26][C:25]([Cl:28])=[CH:24][C:23]=2[F:29])([C:20]#[N:21])[CH:18]([CH2:30][C:31]([CH3:35])([CH3:34])[CH2:32][OH:33])[NH:17]1)=[O:38]. The catalyst class is: 539. (3) Reactant: [Cl:1][CH2:2][C@H:3]1[C:11]2[C:10]3[CH:12]=[CH:13][CH:14]=[CH:15][C:9]=3[C:8]([NH:16][C:17](=[O:38])[C@H:18]([CH3:37])[NH:19][C:20](OCC3C4C=CC=CC=4C4C3=CC=CC=4)=[O:21])=[CH:7][C:6]=2[N:5]([C:39]([C:41]23[CH2:45][C:43]([C:46]([O:48][C:49]([CH3:52])([CH3:51])[CH3:50])=[O:47])([CH2:44]2)[CH2:42]3)=[O:40])[CH2:4]1.[CH:53]1[C:65]2[CH:64]([CH2:66][O:67][C:68]([NH:70][C@H:71](C(O)=O)[CH:72]([CH3:74])[CH3:73])=[O:69])[C:63]3[C:58](=[CH:59][CH:60]=[CH:61][CH:62]=3)[C:57]=2[CH:56]=[CH:55][CH:54]=1.CN(C(ON1N=NC2C=CC=NC1=2)=[N+](C)C)C.F[P-](F)(F)(F)(F)F. Product: [CH:62]1[C:63]2[CH:64]([CH2:66][O:67][C:68]([NH:70][C@H:71]([C:20]([NH:19][C@H:18]([C:17]([NH:16][C:8]3[C:9]4[CH:15]=[CH:14][CH:13]=[CH:12][C:10]=4[C:11]4[C@H:3]([CH2:2][Cl:1])[CH2:4][N:5]([C:39]([C:41]56[CH2:42][C:43]([C:46]([O:48][C:49]([CH3:50])([CH3:51])[CH3:52])=[O:47])([CH2:44]5)[CH2:45]6)=[O:40])[C:6]=4[CH:7]=3)=[O:38])[CH3:37])=[O:21])[CH:72]([CH3:74])[CH3:73])=[O:69])[C:65]3[C:57](=[CH:56][CH:55]=[CH:54][CH:53]=3)[C:58]=2[CH:59]=[CH:60][CH:61]=1. The catalyst class is: 2. (4) Reactant: Cl.C1C2C(=CC=CC=2)C=C(C2C=CC(O)=CC=2)N=1.C1C=CC2N(O)N=NC=2C=1.[CH3:29][C:30]([O:33][C:34]([NH:36][C@H:37]([C:59]([OH:61])=[O:60])[CH2:38][CH2:39][CH2:40][N:41]=[C:42]([NH:51]C(OC(C)(C)C)=O)[NH:43]C(OC(C)(C)C)=O)=[O:35])([CH3:32])[CH3:31].CCN=C=NCCCN(C)C.Cl.C(N(CC)C(C)C)(C)C. Product: [C:34]([NH:36][C@H:37]([C:59]([OH:61])=[O:60])[CH2:38][CH2:39][CH2:40][NH:41][C:42](=[NH:43])[NH2:51])([O:33][C:30]([CH3:31])([CH3:29])[CH3:32])=[O:35]. The catalyst class is: 18.